Dataset: NCI-60 drug combinations with 297,098 pairs across 59 cell lines. Task: Regression. Given two drug SMILES strings and cell line genomic features, predict the synergy score measuring deviation from expected non-interaction effect. (1) Drug 1: CC1CCC2CC(C(=CC=CC=CC(CC(C(=O)C(C(C(=CC(C(=O)CC(OC(=O)C3CCCCN3C(=O)C(=O)C1(O2)O)C(C)CC4CCC(C(C4)OC)O)C)C)O)OC)C)C)C)OC. Drug 2: CC1=C2C(C(=O)C3(C(CC4C(C3C(C(C2(C)C)(CC1OC(=O)C(C(C5=CC=CC=C5)NC(=O)OC(C)(C)C)O)O)OC(=O)C6=CC=CC=C6)(CO4)OC(=O)C)O)C)O. Cell line: HCT116. Synergy scores: CSS=13.4, Synergy_ZIP=11.6, Synergy_Bliss=4.13, Synergy_Loewe=4.14, Synergy_HSA=1.88. (2) Drug 1: CN1C2=C(C=C(C=C2)N(CCCl)CCCl)N=C1CCCC(=O)O.Cl. Drug 2: C1CN(P(=O)(OC1)NCCCl)CCCl. Cell line: HOP-92. Synergy scores: CSS=-2.02, Synergy_ZIP=2.90, Synergy_Bliss=3.77, Synergy_Loewe=-2.18, Synergy_HSA=-1.58. (3) Drug 1: CC12CCC3C(C1CCC2=O)CC(=C)C4=CC(=O)C=CC34C. Drug 2: C1C(C(OC1N2C=NC(=NC2=O)N)CO)O. Cell line: MDA-MB-435. Synergy scores: CSS=29.0, Synergy_ZIP=0.866, Synergy_Bliss=2.35, Synergy_Loewe=-2.63, Synergy_HSA=-0.161. (4) Drug 1: C1CN(CCN1C(=O)CCBr)C(=O)CCBr. Drug 2: CC(C)NC(=O)C1=CC=C(C=C1)CNNC.Cl. Cell line: A549. Synergy scores: CSS=25.5, Synergy_ZIP=-4.59, Synergy_Bliss=-2.22, Synergy_Loewe=-7.82, Synergy_HSA=-4.71. (5) Drug 1: CNC(=O)C1=CC=CC=C1SC2=CC3=C(C=C2)C(=NN3)C=CC4=CC=CC=N4. Drug 2: CC1C(C(=O)NC(C(=O)N2CCCC2C(=O)N(CC(=O)N(C(C(=O)O1)C(C)C)C)C)C(C)C)NC(=O)C3=C4C(=C(C=C3)C)OC5=C(C(=O)C(=C(C5=N4)C(=O)NC6C(OC(=O)C(N(C(=O)CN(C(=O)C7CCCN7C(=O)C(NC6=O)C(C)C)C)C)C(C)C)C)N)C. Cell line: OVCAR-8. Synergy scores: CSS=13.8, Synergy_ZIP=17.3, Synergy_Bliss=22.8, Synergy_Loewe=21.0, Synergy_HSA=21.5. (6) Drug 1: CC1CCC2CC(C(=CC=CC=CC(CC(C(=O)C(C(C(=CC(C(=O)CC(OC(=O)C3CCCCN3C(=O)C(=O)C1(O2)O)C(C)CC4CCC(C(C4)OC)O)C)C)O)OC)C)C)C)OC. Drug 2: C1CN(CCN1C(=O)CCBr)C(=O)CCBr. Cell line: KM12. Synergy scores: CSS=24.4, Synergy_ZIP=-8.83, Synergy_Bliss=-5.45, Synergy_Loewe=-20.3, Synergy_HSA=-2.74. (7) Drug 1: CC1OCC2C(O1)C(C(C(O2)OC3C4COC(=O)C4C(C5=CC6=C(C=C35)OCO6)C7=CC(=C(C(=C7)OC)O)OC)O)O. Drug 2: CCCS(=O)(=O)NC1=C(C(=C(C=C1)F)C(=O)C2=CNC3=C2C=C(C=N3)C4=CC=C(C=C4)Cl)F. Cell line: UACC-257. Synergy scores: CSS=27.4, Synergy_ZIP=-5.37, Synergy_Bliss=-8.99, Synergy_Loewe=-22.1, Synergy_HSA=-7.38.